This data is from NCI-60 drug combinations with 297,098 pairs across 59 cell lines. The task is: Regression. Given two drug SMILES strings and cell line genomic features, predict the synergy score measuring deviation from expected non-interaction effect. (1) Drug 1: CS(=O)(=O)C1=CC(=C(C=C1)C(=O)NC2=CC(=C(C=C2)Cl)C3=CC=CC=N3)Cl. Drug 2: CC(C)(C#N)C1=CC(=CC(=C1)CN2C=NC=N2)C(C)(C)C#N. Cell line: 786-0. Synergy scores: CSS=10.1, Synergy_ZIP=-3.97, Synergy_Bliss=-1.24, Synergy_Loewe=-0.414, Synergy_HSA=-0.0701. (2) Drug 1: C1=CC(=CC=C1CCC2=CNC3=C2C(=O)NC(=N3)N)C(=O)NC(CCC(=O)O)C(=O)O. Drug 2: CC1=CC=C(C=C1)C2=CC(=NN2C3=CC=C(C=C3)S(=O)(=O)N)C(F)(F)F. Cell line: NCIH23. Synergy scores: CSS=8.21, Synergy_ZIP=-3.79, Synergy_Bliss=-2.48, Synergy_Loewe=-1.31, Synergy_HSA=-1.05. (3) Drug 1: C1=CC(=CC=C1CC(C(=O)O)N)N(CCCl)CCCl.Cl. Drug 2: C1=CN(C(=O)N=C1N)C2C(C(C(O2)CO)O)O.Cl. Cell line: MCF7. Synergy scores: CSS=28.4, Synergy_ZIP=-10.6, Synergy_Bliss=-5.08, Synergy_Loewe=-29.1, Synergy_HSA=-2.37. (4) Drug 1: CC1CCC2CC(C(=CC=CC=CC(CC(C(=O)C(C(C(=CC(C(=O)CC(OC(=O)C3CCCCN3C(=O)C(=O)C1(O2)O)C(C)CC4CCC(C(C4)OC)OCCO)C)C)O)OC)C)C)C)OC. Drug 2: CCCCC(=O)OCC(=O)C1(CC(C2=C(C1)C(=C3C(=C2O)C(=O)C4=C(C3=O)C=CC=C4OC)O)OC5CC(C(C(O5)C)O)NC(=O)C(F)(F)F)O. Cell line: SF-268. Synergy scores: CSS=26.1, Synergy_ZIP=0.237, Synergy_Bliss=0.930, Synergy_Loewe=1.60, Synergy_HSA=1.77. (5) Drug 1: CN1C(=O)N2C=NC(=C2N=N1)C(=O)N. Drug 2: CCCCC(=O)OCC(=O)C1(CC(C2=C(C1)C(=C3C(=C2O)C(=O)C4=C(C3=O)C=CC=C4OC)O)OC5CC(C(C(O5)C)O)NC(=O)C(F)(F)F)O. Cell line: OVCAR-8. Synergy scores: CSS=28.9, Synergy_ZIP=0.753, Synergy_Bliss=0.861, Synergy_Loewe=-22.7, Synergy_HSA=0.983.